This data is from Catalyst prediction with 721,799 reactions and 888 catalyst types from USPTO. The task is: Predict which catalyst facilitates the given reaction. (1) Reactant: C([O-])(=O)C.[O:5]=[C:6]1[C@@H:9]([NH3+:10])[CH2:8][NH:7]1.CCN(C(C)C)C(C)C.[CH2:20]([O:28][C:29](N1C=CC=CC1=O)=[O:30])[CH2:21][CH2:22][CH2:23][CH2:24][CH2:25][CH2:26][CH3:27].CCOCC. Product: [CH2:20]([O:28][C:29](=[O:30])[NH:10][C@H:9]1[CH2:8][NH:7][C:6]1=[O:5])[CH2:21][CH2:22][CH2:23][CH2:24][CH2:25][CH2:26][CH3:27]. The catalyst class is: 2. (2) Reactant: [H-].[Al+3].[Li+].[H-].[H-].[H-].[CH2:7]([N:14]1[CH2:23][CH2:22][CH2:21][C@H:15]1[C:16](OCC)=[O:17])[C:8]1[CH:13]=[CH:12][CH:11]=[CH:10][CH:9]=1. Product: [CH2:7]([N:14]1[CH2:23][CH2:22][CH2:21][CH:15]1[CH2:16][OH:17])[C:8]1[CH:13]=[CH:12][CH:11]=[CH:10][CH:9]=1. The catalyst class is: 7. (3) Reactant: [CH:1]1([C:7]([CH2:12][O:13][CH3:14])(CO)CO)[CH2:6][CH2:5][CH2:4][CH2:3][CH2:2]1.[CH3:15][O:16][C:17]([O:20][CH3:21])([CH3:19])[CH3:18].C1(C)C=CC(S(O)(=O)=O)=CC=1.C(=O)([O-])O.[Na+]. Product: [CH:1]1([C:7]2([CH2:12][O:13][CH3:14])[CH2:21][O:20][C:17]([CH3:19])([CH3:18])[O:16][CH2:15]2)[CH2:6][CH2:5][CH2:4][CH2:3][CH2:2]1. The catalyst class is: 7. (4) Reactant: [CH2:1]([O:8][C:9]1[CH:14]=[CH:13][C:12]([CH2:15][C:16]([OH:18])=O)=[CH:11][CH:10]=1)[C:2]1[CH:7]=[CH:6][CH:5]=[CH:4][CH:3]=1.C[N:20](C)[CH2:21][CH2:22][CH2:23]N=C=NCC.C(N)C#C.CN1CCOCC1. Product: [CH2:1]([O:8][C:9]1[CH:10]=[CH:11][C:12]([CH2:15][C:16]([NH:20][CH2:21][C:22]#[CH:23])=[O:18])=[CH:13][CH:14]=1)[C:2]1[CH:3]=[CH:4][CH:5]=[CH:6][CH:7]=1. The catalyst class is: 39. (5) Reactant: Cl[C:2]1[C:7]2[CH:8]=[CH:9][N:10]([CH3:11])[C:6]=2[C:5]([C:12]([O:14]C)=[O:13])=[CH:4][N:3]=1.[Cl:16][C:17]1[CH:18]=[C:19]([CH:21]=[CH:22][CH:23]=1)[NH2:20].[OH-].[Na+].C(OCC)C. The catalyst class is: 169. Product: [Cl:16][C:17]1[CH:18]=[C:19]([NH:20][C:2]2[C:7]3[CH:8]=[CH:9][N:10]([CH3:11])[C:6]=3[C:5]([C:12]([OH:14])=[O:13])=[CH:4][N:3]=2)[CH:21]=[CH:22][CH:23]=1.